Dataset: NCI-60 drug combinations with 297,098 pairs across 59 cell lines. Task: Regression. Given two drug SMILES strings and cell line genomic features, predict the synergy score measuring deviation from expected non-interaction effect. (1) Drug 1: CCC1(CC2CC(C3=C(CCN(C2)C1)C4=CC=CC=C4N3)(C5=C(C=C6C(=C5)C78CCN9C7C(C=CC9)(C(C(C8N6C=O)(C(=O)OC)O)OC(=O)C)CC)OC)C(=O)OC)O.OS(=O)(=O)O. Drug 2: C1CC(C1)(C(=O)O)C(=O)O.[NH2-].[NH2-].[Pt+2]. Cell line: U251. Synergy scores: CSS=27.5, Synergy_ZIP=0.714, Synergy_Bliss=7.14, Synergy_Loewe=-0.0852, Synergy_HSA=5.53. (2) Drug 1: CC12CCC3C(C1CCC2=O)CC(=C)C4=CC(=O)C=CC34C. Drug 2: CN(CC1=CN=C2C(=N1)C(=NC(=N2)N)N)C3=CC=C(C=C3)C(=O)NC(CCC(=O)O)C(=O)O. Cell line: SK-MEL-2. Synergy scores: CSS=60.7, Synergy_ZIP=-0.0927, Synergy_Bliss=2.82, Synergy_Loewe=-6.54, Synergy_HSA=1.50. (3) Drug 1: CCC1=C2CN3C(=CC4=C(C3=O)COC(=O)C4(CC)O)C2=NC5=C1C=C(C=C5)O. Drug 2: CC1C(C(CC(O1)OC2CC(CC3=C2C(=C4C(=C3O)C(=O)C5=CC=CC=C5C4=O)O)(C(=O)C)O)N)O. Cell line: DU-145. Synergy scores: CSS=40.5, Synergy_ZIP=-8.24, Synergy_Bliss=-16.8, Synergy_Loewe=-14.7, Synergy_HSA=-12.4. (4) Drug 1: C1CCN(CC1)CCOC2=CC=C(C=C2)C(=O)C3=C(SC4=C3C=CC(=C4)O)C5=CC=C(C=C5)O. Drug 2: C1CN(P(=O)(OC1)NCCCl)CCCl. Cell line: HOP-92. Synergy scores: CSS=-3.89, Synergy_ZIP=-0.955, Synergy_Bliss=-5.28, Synergy_Loewe=-5.88, Synergy_HSA=-5.84. (5) Drug 1: C1=NC(=NC(=O)N1C2C(C(C(O2)CO)O)O)N. Drug 2: C1CC(=O)NC(=O)C1N2C(=O)C3=CC=CC=C3C2=O. Cell line: DU-145. Synergy scores: CSS=23.4, Synergy_ZIP=-0.660, Synergy_Bliss=5.33, Synergy_Loewe=-9.64, Synergy_HSA=1.32. (6) Drug 1: C1=CC(=CC=C1CC(C(=O)O)N)N(CCCl)CCCl.Cl. Drug 2: CCCCC(=O)OCC(=O)C1(CC(C2=C(C1)C(=C3C(=C2O)C(=O)C4=C(C3=O)C=CC=C4OC)O)OC5CC(C(C(O5)C)O)NC(=O)C(F)(F)F)O. Cell line: MOLT-4. Synergy scores: CSS=52.3, Synergy_ZIP=2.42, Synergy_Bliss=2.62, Synergy_Loewe=-1.44, Synergy_HSA=2.50.